This data is from Tyrosyl-DNA phosphodiesterase HTS with 341,365 compounds. The task is: Binary Classification. Given a drug SMILES string, predict its activity (active/inactive) in a high-throughput screening assay against a specified biological target. (1) The drug is S(c1n2c(cc(nc2nn1)C)C)Cc1ccc(cc1)C(OC)=O. The result is 0 (inactive). (2) The drug is Clc1cc(N2CCN(CC2)C(=O)c2c3c(c(=O)n(c2)C)cc(OC)c(OC)c3)ccc1. The result is 0 (inactive). (3) The drug is S(c1n(c(nn1)CCNC(=O)c1ccc(OC)cc1)C)CC(=O)Nc1ccccc1. The result is 0 (inactive). (4) The molecule is O(C(=O)c1c(n(c(c1)c1ccccc1)CC(=O)NC(c1ccccc1)C)C)CC. The result is 0 (inactive). (5) The compound is s1c2c(CC(OC2)(CC)C)c2c1n1c(n(c2=O)C)nnc1SCc1ccccc1. The result is 0 (inactive). (6) The drug is Fc1ccc(NC(=O)C2CCCN(C2)c2nc(cc(n2)C)C)cc1. The result is 0 (inactive). (7) The molecule is o1c(C(=O)Nc2cc3Cc4c(c3cc2)cccc4)ccc1. The result is 0 (inactive).